Task: Regression. Given a peptide amino acid sequence and an MHC pseudo amino acid sequence, predict their binding affinity value. This is MHC class I binding data.. Dataset: Peptide-MHC class I binding affinity with 185,985 pairs from IEDB/IMGT (1) The peptide sequence is RYSIFFDY. The MHC is HLA-B51:01 with pseudo-sequence HLA-B51:01. The binding affinity (normalized) is 0.132. (2) The peptide sequence is KRQQVHALF. The MHC is HLA-A02:03 with pseudo-sequence HLA-A02:03. The binding affinity (normalized) is 0. (3) The peptide sequence is EFIPNLFCM. The MHC is HLA-B08:01 with pseudo-sequence HLA-B08:01. The binding affinity (normalized) is 0.213. (4) The peptide sequence is DILASIIDY. The MHC is HLA-A26:03 with pseudo-sequence HLA-A26:03. The binding affinity (normalized) is 0.0847. (5) The MHC is HLA-A11:01 with pseudo-sequence HLA-A11:01. The binding affinity (normalized) is 0.0847. The peptide sequence is RAWGRRLMI. (6) The peptide sequence is MSPALFFTF. The MHC is HLA-A29:02 with pseudo-sequence HLA-A29:02. The binding affinity (normalized) is 0.780. (7) The peptide sequence is VQTVRTQVY. The MHC is HLA-A26:01 with pseudo-sequence HLA-A26:01. The binding affinity (normalized) is 0.0847. (8) The peptide sequence is ISMMGFKMNY. The MHC is HLA-A01:01 with pseudo-sequence HLA-A01:01. The binding affinity (normalized) is 0.441. (9) The peptide sequence is MTNRQFHQK. The MHC is HLA-A11:01 with pseudo-sequence HLA-A11:01. The binding affinity (normalized) is 0.644. (10) The peptide sequence is IFRRDQIWF. The MHC is HLA-B15:09 with pseudo-sequence HLA-B15:09. The binding affinity (normalized) is 0.0847.